From a dataset of HIV replication inhibition screening data with 41,000+ compounds from the AIDS Antiviral Screen. Binary Classification. Given a drug SMILES string, predict its activity (active/inactive) in a high-throughput screening assay against a specified biological target. (1) The molecule is COC(=O)c1cccc2c3ccccc3c3ccccc3c12. The result is 0 (inactive). (2) The molecule is CCOP(=O)(OCC)C(C#N)=Cc1ccc(-c2ccc(F)cc2F)o1. The result is 0 (inactive). (3) The drug is O=C1CCC(N2C(=O)C3C4CCC(CC4)C3C2=O)C(=O)N1. The result is 0 (inactive). (4) The compound is COc1ccc2nc(NN=CC(C)=NNc3cc(C)c4cc(OC)ccc4n3)cc(C)c2c1. The result is 0 (inactive).